Dataset: Forward reaction prediction with 1.9M reactions from USPTO patents (1976-2016). Task: Predict the product of the given reaction. (1) The product is: [CH3:37][O:38][C:39](=[O:40])[NH:28][CH2:27][CH2:26][O:25][C:9]1[N:10]=[C:11]([N:12]2[CH2:17][CH2:16][N:15]3[C:18]([C:21]([F:22])([F:24])[F:23])=[N:19][N:20]=[C:14]3[CH2:13]2)[C:6]2[CH:5]=[C:4]([CH2:1][CH2:2][CH3:3])[S:29][C:7]=2[N:8]=1. Given the reactants [CH2:1]([C:4]1[S:29][C:7]2[N:8]=[C:9]([O:25][CH2:26][CH2:27][NH2:28])[N:10]=[C:11]([N:12]3[CH2:17][CH2:16][N:15]4[C:18]([C:21]([F:24])([F:23])[F:22])=[N:19][N:20]=[C:14]4[CH2:13]3)[C:6]=2[CH:5]=1)[CH2:2][CH3:3].C(N(CC)CC)C.[CH3:37][O:38][C:39](Cl)=[O:40], predict the reaction product. (2) Given the reactants [N:1]1[C:10]2[C:5](=[CH:6][C:7]([C:11]([O:13][CH2:14][CH3:15])=[O:12])=[CH:8][CH:9]=2)[CH:4]=[CH:3][CH:2]=1.ClC1C=C(C=CC=1)C(OO)=[O:21], predict the reaction product. The product is: [CH2:14]([O:13][C:11]([C:7]1[CH:6]=[C:5]2[C:10](=[CH:9][CH:8]=1)[N+:1]([O-:21])=[CH:2][CH:3]=[CH:4]2)=[O:12])[CH3:15]. (3) Given the reactants FC(F)(F)C(O)=O.CC([NH:16][C:17]1[C:22]2[CH:23]=[CH:24][N:25]([C:26]([O:28][CH2:29][C:30]3[CH:35]=[CH:34][CH:33]=[CH:32][CH:31]=3)=[O:27])[C:21]=2[CH:20]=[CH:19][N:18]=1)(CC(C)(C)C)C, predict the reaction product. The product is: [NH2:16][C:17]1[C:22]2[CH:23]=[CH:24][N:25]([C:26]([O:28][CH2:29][C:30]3[CH:35]=[CH:34][CH:33]=[CH:32][CH:31]=3)=[O:27])[C:21]=2[CH:20]=[CH:19][N:18]=1. (4) Given the reactants [F:1][C:2]([F:43])([F:42])[C:3]1[CH:8]=[CH:7][C:6]([C:9]2[N:13]([CH2:14][O:15][CH2:16][CH2:17][Si:18]([CH3:21])([CH3:20])[CH3:19])[C:12]([N:22]3[CH2:27][CH2:26][N:25]([C:28]4[C:33]([C:34]([F:37])([F:36])[F:35])=[CH:32][CH:31]=[CH:30][N:29]=4)[CH2:24][CH2:23]3)=[N:11][C:10]=2[C:38]([O:40]C)=[O:39])=[CH:5][CH:4]=1.[Li+].[OH-], predict the reaction product. The product is: [F:43][C:2]([F:1])([F:42])[C:3]1[CH:4]=[CH:5][C:6]([C:9]2[N:13]([CH2:14][O:15][CH2:16][CH2:17][Si:18]([CH3:20])([CH3:19])[CH3:21])[C:12]([N:22]3[CH2:23][CH2:24][N:25]([C:28]4[C:33]([C:34]([F:37])([F:35])[F:36])=[CH:32][CH:31]=[CH:30][N:29]=4)[CH2:26][CH2:27]3)=[N:11][C:10]=2[C:38]([OH:40])=[O:39])=[CH:7][CH:8]=1. (5) Given the reactants CCN(CC)CC.C1(O[C:15](=[O:34])[NH:16][C:17]2[CH:22]=[C:21]([C:23]([CH3:26])([CH3:25])[CH3:24])[CH:20]=[C:19]([NH:27][S:28]([CH3:31])(=[O:30])=[O:29])[C:18]=2[O:32][CH3:33])C=CC=CC=1.[NH2:35][C:36]1[C:45]2[C:40](=[CH:41][CH:42]=[CH:43][CH:44]=2)[C:39]([O:46][C:47]2[CH:52]=[CH:51][N:50]=[C:49]([NH:53][C:54]3[CH:59]=[C:58]([O:60][CH2:61][CH2:62][O:63][CH2:64][CH2:65][O:66][CH2:67][CH2:68][O:69][CH3:70])[CH:57]=[C:56]([O:71][CH3:72])[CH:55]=3)[CH:48]=2)=[CH:38][CH:37]=1, predict the reaction product. The product is: [C:23]([C:21]1[CH:22]=[C:17]([NH:16][C:15]([NH:35][C:36]2[C:45]3[C:40](=[CH:41][CH:42]=[CH:43][CH:44]=3)[C:39]([O:46][C:47]3[CH:52]=[CH:51][N:50]=[C:49]([NH:53][C:54]4[CH:59]=[C:58]([O:60][CH2:61][CH2:62][O:63][CH2:64][CH2:65][O:66][CH2:67][CH2:68][O:69][CH3:70])[CH:57]=[C:56]([O:71][CH3:72])[CH:55]=4)[CH:48]=3)=[CH:38][CH:37]=2)=[O:34])[C:18]([O:32][CH3:33])=[C:19]([NH:27][S:28]([CH3:31])(=[O:30])=[O:29])[CH:20]=1)([CH3:25])([CH3:26])[CH3:24]. (6) Given the reactants [CH2:1]([N:4]([CH2:15][CH2:16][C:17]([N:19]1[C@H:23]([CH2:24][C:25]2[CH:30]=[CH:29][CH:28]=[CH:27][CH:26]=2)[CH2:22][O:21][C:20]1=[O:31])=[O:18])[C:5](=[O:14])[O:6][CH2:7][C:8]1[CH:13]=[CH:12][CH:11]=[CH:10][CH:9]=1)[CH:2]=[CH2:3].C[Si]([N-][Si](C)(C)C)(C)C.[Na+].[CH2:42](Br)[CH:43]=[CH2:44], predict the reaction product. The product is: [CH2:1]([N:4]([CH2:15][C@H:16]([C:17]([N:19]1[C@H:23]([CH2:24][C:25]2[CH:26]=[CH:27][CH:28]=[CH:29][CH:30]=2)[CH2:22][O:21][C:20]1=[O:31])=[O:18])[CH2:44][CH:43]=[CH2:42])[C:5](=[O:14])[O:6][CH2:7][C:8]1[CH:9]=[CH:10][CH:11]=[CH:12][CH:13]=1)[CH:2]=[CH2:3]. (7) Given the reactants Br[C:2]1[CH:6]=[CH:5][S:4][CH:3]=1.Cl.[CH2:8]1[CH2:12]O[CH2:10][CH2:9]1, predict the reaction product. The product is: [CH2:10]([C:3]1[S:4][C:5]([C:2]2[CH:6]=[CH:5][S:4][CH:3]=2)=[CH:6][CH:2]=1)[CH2:9][CH2:8][CH2:12][CH2:12][CH2:8][CH2:9][CH2:10][CH2:3][CH2:2][CH2:6][CH3:5]. (8) The product is: [CH3:14][O:13][C:9]1[CH:8]=[C:7]([CH:2]([NH:28][CH3:22])[C:3]([O:5][CH3:6])=[O:4])[CH:12]=[CH:11][CH:10]=1. Given the reactants Br[CH:2]([C:7]1[CH:12]=[CH:11][CH:10]=[C:9]([O:13][CH3:14])[CH:8]=1)[C:3]([O:5][CH3:6])=[O:4].OC1C=CC([C:22]([NH:28]C)(C)C(OC)=O)=CC=1, predict the reaction product.